From a dataset of Forward reaction prediction with 1.9M reactions from USPTO patents (1976-2016). Predict the product of the given reaction. (1) Given the reactants Br[C:2]1[C:3]([NH2:19])=[N:4][C:5]([C:14]2[O:15][CH:16]=[CH:17][CH:18]=2)=[C:6]([C:8]2[CH:13]=[CH:12][N:11]=[CH:10][N:9]=2)[CH:7]=1.C(N(CC)CC)C.[CH3:27][Si:28]([C:31]#[CH:32])([CH3:30])[CH3:29], predict the reaction product. The product is: [O:15]1[CH:16]=[CH:17][CH:18]=[C:14]1[C:5]1[N:4]=[C:3]([NH2:19])[C:2]([C:32]#[C:31][Si:28]([CH3:30])([CH3:29])[CH3:27])=[CH:7][C:6]=1[C:8]1[CH:13]=[CH:12][N:11]=[CH:10][N:9]=1. (2) Given the reactants C[N:2](C)[CH:3]=[C:4]([C:7]1[CH:12]=[CH:11][CH:10]=[CH:9][C:8]=1[O:13][CH3:14])[CH:5]=O.O.[NH2:17]N, predict the reaction product. The product is: [CH3:14][O:13][C:8]1[CH:9]=[CH:10][CH:11]=[CH:12][C:7]=1[C:4]1[CH:3]=[N:2][NH:17][CH:5]=1. (3) The product is: [Cl:33][C:34]1[CH:39]=[CH:38][C:37]([N:19]2[C:20]3[C:16](=[CH:15][C:14]([C:12]([N:9]4[CH2:8][CH2:7][N:6]([CH:1]5[CH2:2][CH2:3][CH2:4][CH2:5]5)[CH2:11][CH2:10]4)=[O:13])=[CH:22][CH:21]=3)[CH:17]=[C:18]2[C:23]([N:25]2[CH2:30][CH2:29][S:28](=[O:31])(=[O:32])[CH2:27][CH2:26]2)=[O:24])=[CH:36][CH:35]=1. Given the reactants [CH:1]1([N:6]2[CH2:11][CH2:10][N:9]([C:12]([C:14]3[CH:15]=[C:16]4[C:20](=[CH:21][CH:22]=3)[NH:19][C:18]([C:23]([N:25]3[CH2:30][CH2:29][S:28](=[O:32])(=[O:31])[CH2:27][CH2:26]3)=[O:24])=[CH:17]4)=[O:13])[CH2:8][CH2:7]2)[CH2:5][CH2:4][CH2:3][CH2:2]1.[Cl:33][C:34]1[CH:39]=[CH:38][C:37](B(O)O)=[CH:36][CH:35]=1.N1C=CC=CC=1, predict the reaction product.